Dataset: Full USPTO retrosynthesis dataset with 1.9M reactions from patents (1976-2016). Task: Predict the reactants needed to synthesize the given product. (1) The reactants are: [C:1]([C:4]1[S:8][C:7]([NH:9][C:10]([C:12]2[CH:17]=[CH:16][N:15]=[CH:14][CH:13]=2)=[O:11])=[N:6][C:5]=1[C:18]1[O:19][CH:20]=[CH:21][CH:22]=1)([OH:3])=O.[NH:23]1[CH2:28][CH2:27][O:26][CH2:25][CH2:24]1.CCN=C=NCCCN(C)C.Cl.O.ON1C2C=CC=CC=2N=N1.C(N(CC)CC)C. Given the product [O:19]1[CH:20]=[CH:21][CH:22]=[C:18]1[C:5]1[N:6]=[C:7]([NH:9][C:10]([C:12]2[CH:17]=[CH:16][N:15]=[CH:14][CH:13]=2)=[O:11])[S:8][C:4]=1[C:1]([N:23]1[CH2:28][CH2:27][O:26][CH2:25][CH2:24]1)=[O:3], predict the reactants needed to synthesize it. (2) Given the product [C:16]([C:14]1[CH:13]=[C:12]([NH:20][S:21]([CH3:24])(=[O:22])=[O:23])[C:11]([O:25][CH3:26])=[C:10]([NH:9][C:7](=[O:8])[C:6]2[CH:27]=[CH:28][C:29]([CH3:30])=[C:4]([N:1]3[CH:32]=[C:31]([C:33]4[N:37]([CH3:38])[CH:36]=[N:35][CH:34]=4)[N:3]=[N:2]3)[CH:5]=2)[CH:15]=1)([CH3:18])([CH3:19])[CH3:17], predict the reactants needed to synthesize it. The reactants are: [N:1]([C:4]1[CH:5]=[C:6]([CH:27]=[CH:28][C:29]=1[CH3:30])[C:7]([NH:9][C:10]1[CH:15]=[C:14]([C:16]([CH3:19])([CH3:18])[CH3:17])[CH:13]=[C:12]([NH:20][S:21]([CH3:24])(=[O:23])=[O:22])[C:11]=1[O:25][CH3:26])=[O:8])=[N+:2]=[N-:3].[C:31]([C:33]1[N:37]([CH3:38])[CH:36]=[N:35][CH:34]=1)#[CH:32].